This data is from Full USPTO retrosynthesis dataset with 1.9M reactions from patents (1976-2016). The task is: Predict the reactants needed to synthesize the given product. (1) Given the product [CH3:1][O:3][C:4](=[O:29])[CH:5]([CH3:28])[CH2:6][CH2:7][CH2:8][C:9]1[CH:18]=[CH:17][C:16]2[C:11](=[CH:12][C:13]([N:20]3[CH2:24][C:23](=[O:25])[NH:22][S:21]3(=[O:26])=[O:27])=[C:14]([OH:19])[CH:15]=2)[CH:10]=1, predict the reactants needed to synthesize it. The reactants are: [CH2:1]([O:3][C:4](=[O:29])[CH:5]([CH3:28])[CH2:6][CH2:7][CH2:8][C:9]1[CH:18]=[CH:17][C:16]2[C:11](=[CH:12][C:13]([N:20]3[CH2:24][C:23](=[O:25])[NH:22][S:21]3(=[O:27])=[O:26])=[C:14]([OH:19])[CH:15]=2)[CH:10]=1)C. (2) Given the product [CH2:10]([O:9][C:7]1[CH:8]=[C:3]2[C:4](=[CH:5][CH:6]=1)[N:17]=[C:18]([C@H:19]([CH3:25])[CH2:20][O:21][CH2:22][O:23][CH3:24])[N:29]=[CH:1]2)[CH2:11][CH2:12][CH2:13][CH2:14][CH2:15][CH3:16], predict the reactants needed to synthesize it. The reactants are: [CH:1]([C:3]1[CH:8]=[C:7]([O:9][CH2:10][CH2:11][CH2:12][CH2:13][CH2:14][CH2:15][CH3:16])[CH:6]=[CH:5][C:4]=1[NH:17][C:18](=O)[C@H:19]([CH3:25])[CH2:20][O:21][CH2:22][O:23][CH3:24])=O.CO.[NH3:29]. (3) Given the product [ClH:1].[NH2:8][CH2:7][C:6]1[CH:16]=[C:2]([Cl:1])[CH:3]=[CH:4][C:5]=1[N:17]1[CH2:21][CH2:20][O:19][C:18]1=[O:22], predict the reactants needed to synthesize it. The reactants are: [Cl:1][C:2]1[CH:3]=[CH:4][C:5]([N:17]2[CH2:21][CH2:20][O:19][C:18]2=[O:22])=[C:6]([CH:16]=1)[CH2:7][NH:8]C(=O)OC(C)(C)C.Cl.CO. (4) Given the product [OH:46][C@H:33]1[CH2:32][C:31]([CH3:48])([CH3:47])[CH2:30][C:29]2[N:28]=[C:27]([CH:24]([CH3:26])[CH3:25])[C:36]3[C:37](=[O:45])[O:38][C:39]4([CH2:40][CH2:41][O:42][CH2:43][CH2:44]4)[C:35]=3[C:34]1=2, predict the reactants needed to synthesize it. The reactants are: C1C2C(=CC=CC=2)[C@@H](N)[C@H]1O.B.CCN(C1C=CC=CC=1)CC.[CH:24]([C:27]1[C:36]2[C:37](=[O:45])[O:38][C:39]3([CH2:44][CH2:43][O:42][CH2:41][CH2:40]3)[C:35]=2[C:34]2[C:33](=[O:46])[CH2:32][C:31]([CH3:48])([CH3:47])[CH2:30][C:29]=2[N:28]=1)([CH3:26])[CH3:25].CO.